The task is: Predict the product of the given reaction.. This data is from Forward reaction prediction with 1.9M reactions from USPTO patents (1976-2016). (1) Given the reactants [CH3:1][O:2][C:3]1[CH:4]=[C:5]2[C:10](=[CH:11][C:12]=1[O:13][CH3:14])[N:9]=[CH:8][N:7]=[C:6]2[O:15][C:16]1[CH:17]=[C:18]([CH:20]=[CH:21][CH:22]=1)[NH2:19].[C:23]([C:27]1[CH:31]=[C:30]([NH:32][C:33](=O)[O:34]C2C=CC=CC=2)[N:29]([C:42]2[CH:43]=[N:44][CH:45]=[C:46]([F:48])[CH:47]=2)[N:28]=1)([CH3:26])([CH3:25])[CH3:24], predict the reaction product. The product is: [C:23]([C:27]1[CH:31]=[C:30]([NH:32][C:33]([NH:19][C:18]2[CH:20]=[CH:21][CH:22]=[C:16]([O:15][C:6]3[C:5]4[C:10](=[CH:11][C:12]([O:13][CH3:14])=[C:3]([O:2][CH3:1])[CH:4]=4)[N:9]=[CH:8][N:7]=3)[CH:17]=2)=[O:34])[N:29]([C:42]2[CH:43]=[N:44][CH:45]=[C:46]([F:48])[CH:47]=2)[N:28]=1)([CH3:26])([CH3:24])[CH3:25]. (2) Given the reactants [N:1]1([CH2:6][C:7]2[CH:8]=[CH:9][C:10](Br)=[N:11][CH:12]=2)[CH:5]=[CH:4][N:3]=[CH:2]1.[C:14]1(B(O)O)[CH:19]=[CH:18][CH:17]=[CH:16][CH:15]=1, predict the reaction product. The product is: [N:1]1([CH2:6][C:7]2[CH:8]=[CH:9][C:10]([C:14]3[CH:19]=[CH:18][CH:17]=[CH:16][CH:15]=3)=[N:11][CH:12]=2)[CH:5]=[CH:4][N:3]=[CH:2]1.